Dataset: Forward reaction prediction with 1.9M reactions from USPTO patents (1976-2016). Task: Predict the product of the given reaction. (1) Given the reactants [CH2:1]([C:3]1[CH:8]=[C:7]([CH3:9])[CH:6]=[C:5]([CH2:10][CH3:11])[C:4]=1[C:12](=[O:24])[C:13]([NH:15][N:16]=[CH:17][C:18]1[CH:23]=[CH:22][CH:21]=[CH:20][CH:19]=1)=[O:14])[CH3:2].[C:25](=O)([O-])[O-].[K+].[K+].S(OC)(OC)(=O)=O.O, predict the reaction product. The product is: [CH2:1]([C:3]1[CH:8]=[C:7]([CH3:9])[CH:6]=[C:5]([CH2:10][CH3:11])[C:4]=1[C:12](=[O:24])[C:13]([N:15]([CH3:25])[N:16]=[CH:17][C:18]1[CH:19]=[CH:20][CH:21]=[CH:22][CH:23]=1)=[O:14])[CH3:2]. (2) Given the reactants [F:1][C:2]([F:48])([F:47])[C:3]1[CH:4]=[C:5]([CH:40]=[C:41]([C:43]([F:46])([F:45])[F:44])[CH:42]=1)[CH2:6][N:7]([CH2:14][C:15]1[CH:20]=[C:19]([C:21]([F:24])([F:23])[F:22])[CH:18]=[CH:17][C:16]=1[CH:25]([OH:39])[CH:26]1[CH2:31][CH2:30][N:29]([C:32]([O:34][C:35]([CH3:38])([CH3:37])[CH3:36])=[O:33])[CH2:28][CH2:27]1)[C:8]1[N:9]=[N:10][N:11]([CH3:13])[N:12]=1.[H-].[Na+].[CH3:51]I, predict the reaction product. The product is: [F:44][C:43]([F:46])([F:45])[C:41]1[CH:40]=[C:5]([CH:4]=[C:3]([C:2]([F:47])([F:1])[F:48])[CH:42]=1)[CH2:6][N:7]([CH2:14][C:15]1[CH:20]=[C:19]([C:21]([F:22])([F:23])[F:24])[CH:18]=[CH:17][C:16]=1[CH:25]([O:39][CH3:51])[CH:26]1[CH2:31][CH2:30][N:29]([C:32]([O:34][C:35]([CH3:38])([CH3:37])[CH3:36])=[O:33])[CH2:28][CH2:27]1)[C:8]1[N:9]=[N:10][N:11]([CH3:13])[N:12]=1. (3) Given the reactants [CH:1]12[O:8][CH:5]([CH2:6][CH2:7]1)[CH2:4][N:3]([C:9]1[C:14]([NH:15][C:16](=[O:22])[CH2:17][CH2:18][N:19]([CH3:21])[CH3:20])=[C:13]([NH:23][CH:24]([CH3:26])[CH3:25])[N:12]=[C:11](Cl)[N:10]=1)[CH2:2]2.[N:28]1[CH:33]=[CH:32][CH:31]=[C:30]([NH:34][C:35]([NH:37][C:38]2[CH:43]=[CH:42][C:41](B3OC(C)(C)C(C)(C)O3)=[CH:40][CH:39]=2)=[O:36])[CH:29]=1, predict the reaction product. The product is: [CH:1]12[O:8][CH:5]([CH2:6][CH2:7]1)[CH2:4][N:3]([C:9]1[C:14]([NH:15][C:16](=[O:22])[CH2:17][CH2:18][N:19]([CH3:21])[CH3:20])=[C:13]([NH:23][CH:24]([CH3:26])[CH3:25])[N:12]=[C:11]([C:41]3[CH:40]=[CH:39][C:38]([NH:37][C:35]([NH:34][C:30]4[CH:29]=[N:28][CH:33]=[CH:32][CH:31]=4)=[O:36])=[CH:43][CH:42]=3)[N:10]=1)[CH2:2]2. (4) Given the reactants [C:1]([C:3]1[CH:4]=[C:5]([NH:9][C:10]2[CH:11]=[C:12]([CH:18]=[CH:19][CH:20]=2)[C:13]([O:15]CC)=[O:14])[CH:6]=[CH:7][CH:8]=1)#[N:2].[OH-].[Na+], predict the reaction product. The product is: [C:1]([C:3]1[CH:4]=[C:5]([NH:9][C:10]2[CH:11]=[C:12]([CH:18]=[CH:19][CH:20]=2)[C:13]([OH:15])=[O:14])[CH:6]=[CH:7][CH:8]=1)#[N:2].